Task: Predict the product of the given reaction.. Dataset: Forward reaction prediction with 1.9M reactions from USPTO patents (1976-2016) (1) Given the reactants [CH2:1]([O:5][C:6]1[N:14]=[C:13]2[C:9]([N:10]=[C:11]([O:25][CH3:26])[N:12]2[CH2:15][CH2:16][CH2:17][NH:18][CH2:19][CH:20]2[CH2:24][CH2:23][CH2:22]O2)=[C:8]([NH2:27])[N:7]=1)[CH2:2][CH2:3][CH3:4].FC(F)(F)[C:30](O)=[O:31].C(OC1NC(N)=C2C(N=1)=NC(OC)=N2)CCC.O1CCCC1CCN, predict the reaction product. The product is: [CH2:1]([O:5][C:6]1[N:14]=[C:13]2[C:9]([N:10]=[C:11]([O:25][CH3:26])[N:12]2[CH2:15][CH2:16][CH2:17][NH:18][CH2:19][CH2:20][CH:24]2[CH2:23][CH2:22][CH2:30][O:31]2)=[C:8]([NH2:27])[N:7]=1)[CH2:2][CH2:3][CH3:4]. (2) The product is: [CH2:9]1[C:8]2[C:3](=[CH:4][CH:5]=[CH:6][CH:7]=2)[CH2:2][CH2:1][C:10]21[C:21](=[O:23])[NH:20][C:15](=[O:18])[NH:19]2. Given the reactants [CH2:1]1[C:10](=O)[CH2:9][C:8]2[C:3](=[CH:4][CH:5]=[CH:6][CH:7]=2)[CH2:2]1.[C-]#N.[Na+].[C:15](=[O:18])([O-])[O-].[NH4+:19].[NH4+:20].[CH2:21]([OH:23])C, predict the reaction product. (3) Given the reactants S1[CH:7]=[CH:6][CH:5]=[CH:4][CH:3]=[N:2]1.C[N+]1([O-])CCOCC1.[S:16](=[O:20])(=O)(O)[O-:17].[Na+].C(Cl)Cl, predict the reaction product. The product is: [S:16]1(=[O:20])(=[O:17])[CH:7]=[CH:6][CH:5]=[CH:4][CH:3]=[N:2]1. (4) Given the reactants C(OC(=O)[NH:7][C@@H:8]1[CH2:12][CH2:11][C@H:10]([C:13](=[O:17])[NH:14][CH2:15][CH3:16])[CH2:9]1)(C)(C)C.FC(F)(F)C(O)=O, predict the reaction product. The product is: [CH2:15]([NH:14][C:13]([C@H:10]1[CH2:11][CH2:12][C@@H:8]([NH2:7])[CH2:9]1)=[O:17])[CH3:16]. (5) The product is: [CH3:40][C@H:31]1[CH2:30][CH2:29][C:28]2[C:33](=[CH:34][CH:35]=[C:26]([C:24]3[CH:23]=[N:22][N:21]([CH:18]4[CH2:19][CH2:20][NH:15][CH2:16][CH2:17]4)[CH:25]=3)[C:27]=2[O:41][CH2:42][CH2:43][CH3:44])[N:32]1[C:36]([O:38][CH3:39])=[O:37]. Given the reactants FC(F)(F)C(O)=O.C(OC([N:15]1[CH2:20][CH2:19][CH:18]([N:21]2[CH:25]=[C:24]([C:26]3[C:27]([O:41][CH2:42][CH2:43][CH3:44])=[C:28]4[C:33](=[CH:34][CH:35]=3)[N:32]([C:36]([O:38][CH3:39])=[O:37])[C@@H:31]([CH3:40])[CH2:30][CH2:29]4)[CH:23]=[N:22]2)[CH2:17][CH2:16]1)=O)(C)(C)C, predict the reaction product. (6) The product is: [OH:1][CH:2]([CH2:8][N:9]([CH3:24])[S:10]([C:13]1[CH:18]=[CH:17][CH:16]=[CH:15][C:14]=1[N+:19]([O-:21])=[O:20])(=[O:11])=[O:12])[CH2:3][C:4]([O:6][CH3:7])=[O:5]. Given the reactants [OH:1][CH:2]([CH2:8][NH:9][S:10]([C:13]1[CH:18]=[CH:17][CH:16]=[CH:15][C:14]=1[N+:19]([O-:21])=[O:20])(=[O:12])=[O:11])[CH2:3][C:4]([O:6][CH3:7])=[O:5].IC.[C:24]([O-])([O-])=O.[K+].[K+], predict the reaction product. (7) Given the reactants [NH2:1][C:2]1[CH:7]=[CH:6][C:5]([CH2:8][CH2:9][C:10]2[N:11]=[C:12]([NH:26][C:27](=[O:29])[CH3:28])[S:13][C:14]=2[CH2:15][C:16]2[CH:21]=[CH:20][C:19]([S:22]([CH3:25])(=[O:24])=[O:23])=[CH:18][CH:17]=2)=[CH:4][CH:3]=1.C([N:38]=[C:39]=[S:40])(=O)C1C=CC=CC=1.O, predict the reaction product. The product is: [NH2:38][C:39]([NH:1][C:2]1[CH:3]=[CH:4][C:5]([CH2:8][CH2:9][C:10]2[N:11]=[C:12]([NH:26][C:27](=[O:29])[CH3:28])[S:13][C:14]=2[CH2:15][C:16]2[CH:21]=[CH:20][C:19]([S:22]([CH3:25])(=[O:24])=[O:23])=[CH:18][CH:17]=2)=[CH:6][CH:7]=1)=[S:40]. (8) Given the reactants C(OC([NH:11][CH2:12][CH2:13][CH2:14][C@@H:15]([C:24]([OH:26])=O)[NH:16]C(OC(C)(C)C)=O)=O)C1C=CC=CC=1.[CH2:27]([S:30]([Cl:33])(=[O:32])=[O:31])[CH2:28][CH3:29].[NH:34]1[CH2:38][CH2:37][CH2:36][CH2:35]1, predict the reaction product. The product is: [ClH:33].[NH2:16][C@H:15]([C:24](=[O:26])[N:34]1[CH2:38][CH2:37][CH2:36][CH2:35]1)[CH2:14][CH2:13][CH2:12][NH:11][S:30]([CH2:27][CH2:28][CH3:29])(=[O:32])=[O:31]. (9) Given the reactants C(N(CC)CC)C.[CH2:8]([NH2:13])[CH2:9][CH2:10][C:11]#[CH:12].Cl[CH2:15][C:16]([N:18]1[CH2:37][CH2:36][C:21]2[N:22]=[C:23]([NH:26][CH:27]3[CH2:35][C:34]4[C:29](=[CH:30][CH:31]=[CH:32][CH:33]=4)[CH2:28]3)[N:24]=[CH:25][C:20]=2[CH2:19]1)=[O:17], predict the reaction product. The product is: [CH2:28]1[C:29]2[C:34](=[CH:33][CH:32]=[CH:31][CH:30]=2)[CH2:35][CH:27]1[NH:26][C:23]1[N:24]=[CH:25][C:20]2[CH2:19][N:18]([C:16](=[O:17])[CH2:15][NH:13][CH2:8][CH2:9][CH2:10][C:11]#[CH:12])[CH2:37][CH2:36][C:21]=2[N:22]=1.